Dataset: Forward reaction prediction with 1.9M reactions from USPTO patents (1976-2016). Task: Predict the product of the given reaction. (1) Given the reactants [Cl:1][C:2]1[N:7]=[C:6]([S:8][CH3:9])[N:5]=[C:4]([NH:10][C@@:11]2([CH3:23])[CH2:15][CH2:14][N:13]([C:16]([O:18][C:19]([CH3:22])([CH3:21])[CH3:20])=[O:17])[CH2:12]2)[C:3]=1[CH2:24][CH2:25]OS(C)(=O)=O.C1CCN2C(=NCCC2)CC1, predict the reaction product. The product is: [Cl:1][C:2]1[C:3]2[CH2:24][CH2:25][N:10]([C@@:11]3([CH3:23])[CH2:15][CH2:14][N:13]([C:16]([O:18][C:19]([CH3:21])([CH3:20])[CH3:22])=[O:17])[CH2:12]3)[C:4]=2[N:5]=[C:6]([S:8][CH3:9])[N:7]=1. (2) Given the reactants [OH-].[K+].O1CCCC1.[CH2:8]([O:15][C:16]1[CH:21]=[CH:20][C:19]([CH:22]2[CH2:27][CH2:26][N:25]([C:28]([O:30][C:31]([CH3:34])([CH3:33])[CH3:32])=[O:29])[CH2:24][CH:23]2[O:35]C(=O)C2C=CC([N+]([O-])=O)=CC=2)=[CH:18][CH:17]=1)[C:9]1[CH:14]=[CH:13][CH:12]=[CH:11][CH:10]=1, predict the reaction product. The product is: [CH2:8]([O:15][C:16]1[CH:17]=[CH:18][C:19]([C@H:22]2[CH2:27][CH2:26][N:25]([C:28]([O:30][C:31]([CH3:33])([CH3:32])[CH3:34])=[O:29])[CH2:24][C@H:23]2[OH:35])=[CH:20][CH:21]=1)[C:9]1[CH:14]=[CH:13][CH:12]=[CH:11][CH:10]=1. (3) Given the reactants C[C:2]1(C)[O:6][C:5](=[CH:7][C:8]([N:10]([CH2:13][C:14]2[CH:19]=[CH:18][C:17]([F:20])=[CH:16][C:15]=2[S:21]([CH3:23])=[O:22])[O:11][CH3:12])=[O:9])[C:4](=[O:24])[O:3]1, predict the reaction product. The product is: [CH3:2][O:3][C:4](=[O:24])[C:5]([OH:6])=[CH:7][C:8](=[O:9])[N:10]([CH2:13][C:14]1[CH:19]=[CH:18][C:17]([F:20])=[CH:16][C:15]=1[S:21]([CH3:23])=[O:22])[O:11][CH3:12].